From a dataset of Catalyst prediction with 721,799 reactions and 888 catalyst types from USPTO. Predict which catalyst facilitates the given reaction. (1) Reactant: [CH2:1]([N:8]1[CH2:15][CH:14]2[O:16][CH:10]([CH2:11][N:12](C(OCC3C=CC=CC=3)=O)[CH:13]2OC)[CH2:9]1)[C:2]1[CH:7]=[CH:6][CH:5]=[CH:4][CH:3]=1. Product: [CH2:1]([N:8]1[CH2:15][CH:14]2[O:16][CH:10]([CH2:11][NH:12][CH2:13]2)[CH2:9]1)[C:2]1[CH:3]=[CH:4][CH:5]=[CH:6][CH:7]=1. The catalyst class is: 19. (2) Reactant: C[C:2]1[C:8]([CH3:9])=[C:7]([OH:10])[CH:6]=[CH:5][C:3]=1[OH:4].C([O-])([O-])=O.[K+].[K+].[I-].[K+].[CH2:19](Br)[C:20]1[CH:25]=[CH:24][CH:23]=[CH:22][CH:21]=1. Product: [CH2:19]([O:10][C:7]1[CH:6]=[CH:5][C:3]([OH:4])=[CH:2][C:8]=1[CH3:9])[C:20]1[CH:25]=[CH:24][CH:23]=[CH:22][CH:21]=1. The catalyst class is: 21. (3) Reactant: [C:1]1([C:7]2[C:12]([NH2:13])=[CH:11][C:10]([C:14]3[CH2:19][CH2:18][CH2:17][CH2:16][CH:15]=3)=[CH:9][N:8]=2)[CH2:6][CH2:5][CH2:4][CH2:3][CH:2]=1.Br[C:21]1[C:30]2[C:25](=[CH:26][C:27]([F:32])=[CH:28][C:29]=2[F:31])[N:24]=[C:23]([C:33]2[CH:38]=[CH:37][CH:36]=[CH:35][N:34]=2)[C:22]=1[CH3:39].C1(P(C2CCCCC2)C2(C(C)C)CC(C(C)C)=CC(C(C)C)=C2C2C=CC=CC=2)CCCCC1.CC(C)([O-])C.[Na+]. Product: [C:1]1([C:7]2[C:12]([NH:13][C:21]3[C:30]4[C:25](=[CH:26][C:27]([F:32])=[CH:28][C:29]=4[F:31])[N:24]=[C:23]([C:33]4[CH:38]=[CH:37][CH:36]=[CH:35][N:34]=4)[C:22]=3[CH3:39])=[CH:11][C:10]([C:14]3[CH2:19][CH2:18][CH2:17][CH2:16][CH:15]=3)=[CH:9][N:8]=2)[CH2:6][CH2:5][CH2:4][CH2:3][CH:2]=1. The catalyst class is: 101.